The task is: Predict the reaction yield, written as a fraction of the theoretical maximum amount of product (1.0 means a 100% yield; for example, 0.34 means a 34% yield).. This data is from Reaction yield outcomes from USPTO patents with 853,638 reactions. (1) The reactants are [CH3:1][C:2]1[CH:3]=[C:4]2[C:9](=[CH:10][C:11]=1[N+:12]([O-])=O)[C:8](=[O:15])[N:7]([C:16]1[CH:17]=[N:18][CH:19]=[CH:20][C:21]=1[CH3:22])[CH2:6][CH2:5]2. The catalyst is [Pd].CO. The product is [NH2:12][C:11]1[CH:10]=[C:9]2[C:4]([CH2:5][CH2:6][N:7]([C:16]3[CH:17]=[N:18][CH:19]=[CH:20][C:21]=3[CH3:22])[C:8]2=[O:15])=[CH:3][C:2]=1[CH3:1]. The yield is 0.360. (2) The catalyst is C1COCC1. The reactants are [CH3:1][O:2][CH2:3][CH2:4][CH2:5][N:6]1[C:11]2[N:12]=[C:13](S(C)(=O)=O)[N:14]=[C:15]([CH3:16])[C:10]=2[CH:9]=[CH:8][C:7]1=[O:21].[CH2:22]([NH2:24])[CH3:23]. The product is [CH2:22]([NH:24][C:13]1[N:14]=[C:15]([CH3:16])[C:10]2[CH:9]=[CH:8][C:7](=[O:21])[N:6]([CH2:5][CH2:4][CH2:3][O:2][CH3:1])[C:11]=2[N:12]=1)[CH3:23]. The yield is 0.500. (3) The reactants are [Br:1][C:2]1[N:7]=[C:6]2[S:8][C:9]([N:11]=[C:12](SC)SC)=[N:10][C:5]2=[N:4][CH:3]=1.Cl.Cl.[NH2:19][CH2:20][C@@:21]1([OH:29])[CH:26]2[CH2:27][CH2:28][N:23]([CH2:24][CH2:25]2)[CH2:22]1.C(=O)([O-])[O-].[Cs+].[Cs+]. The catalyst is C(#N)C.O. The product is [Br:1][C:2]1[N:7]=[C:6]2[S:8][C:9]([NH:11][C:12]3[O:29][C@:21]4([CH2:20][N:19]=3)[CH:26]3[CH2:27][CH2:28][N:23]([CH2:24][CH2:25]3)[CH2:22]4)=[N:10][C:5]2=[N:4][CH:3]=1. The yield is 0.570. (4) The reactants are [CH3:1][Si]([N-][Si](C)(C)C)(C)C.[Na+].[CH3:11][O:12][C:13]1[CH:51]=[CH:50][C:16]([CH2:17][O:18][CH2:19][C@H:20]([CH3:49])[C@H:21]([O:41][Si:42]([C:45]([CH3:48])([CH3:47])[CH3:46])([CH3:44])[CH3:43])[C@@H:22]([CH3:40])[CH2:23][CH2:24][C:25]([N:27]2[C@H:31]([CH2:32][C:33]3[CH:38]=[CH:37][CH:36]=[CH:35][CH:34]=3)[CH2:30][O:29][C:28]2=[O:39])=[O:26])=[CH:15][CH:14]=1.CI. The yield is 0.740. The product is [CH3:11][O:12][C:13]1[CH:51]=[CH:50][C:16]([CH2:17][O:18][CH2:19][C@H:20]([CH3:49])[C@H:21]([O:41][Si:42]([C:45]([CH3:46])([CH3:48])[CH3:47])([CH3:44])[CH3:43])[C@@H:22]([CH3:40])[CH2:23][C@@H:24]([CH3:1])[C:25]([N:27]2[C@H:31]([CH2:32][C:33]3[CH:34]=[CH:35][CH:36]=[CH:37][CH:38]=3)[CH2:30][O:29][C:28]2=[O:39])=[O:26])=[CH:15][CH:14]=1. The catalyst is C1COCC1. (5) The reactants are Br[CH2:2][C:3]1[CH:12]=[CH:11][C:10]([F:13])=[CH:9][C:4]=1[C:5]([O:7]C)=O.C([O-])([O-])=O.[K+].[K+].[C:20]([O:24][C:25]([N:27]1[CH2:32][CH2:31][CH2:30][C@@H:29]([NH2:33])[CH2:28]1)=[O:26])([CH3:23])([CH3:22])[CH3:21]. The catalyst is CC#N.CCOC(C)=O. The product is [F:13][C:10]1[CH:9]=[C:4]2[C:3]([CH2:2][N:33]([C@@H:29]3[CH2:30][CH2:31][CH2:32][N:27]([C:25]([O:24][C:20]([CH3:23])([CH3:22])[CH3:21])=[O:26])[CH2:28]3)[C:5]2=[O:7])=[CH:12][CH:11]=1. The yield is 0.250.